From a dataset of Experimentally validated miRNA-target interactions with 360,000+ pairs, plus equal number of negative samples. Binary Classification. Given a miRNA mature sequence and a target amino acid sequence, predict their likelihood of interaction. The miRNA is hsa-miR-1277-5p with sequence AAAUAUAUAUAUAUAUGUACGUAU. The protein sequence of the target gene is MASSCAVQVKLELGHRAQVRKKPTVEGFTHDWMVFVRGPEHSNIQHFVEKVVFHLHESFPRPKRVCKDPPYKVEESGYAGFILPIEVYFKNKEEPRKVRFDYDLFLHLEGHPPVNHLRCEKLTFNNPTEDFRRKLLKAGGDPNRSIHTSSSSSSSSSSSSSSSSSSSSSSSSSSSSSSSSSSSSSSSSSSTSFSKPHKLMKEHKEKPSKDSREHKSAFKEPSRDHNKSSKESSKKPKENKPLKEEKIVPKMAFKEPKPMSKEPKPDSNLLTITSGQDKKAPSKRPPISDSEELSAKKRKK.... Result: 1 (interaction).